Dataset: Forward reaction prediction with 1.9M reactions from USPTO patents (1976-2016). Task: Predict the product of the given reaction. Given the reactants [Br:1][C:2]1[CH:3]=[C:4]([CH:7]=[C:8]([N+:11]([O-:13])=[O:12])[C:9]=1[OH:10])[CH:5]=[O:6].[CH3:14][O:15][C:16]1[CH:17]=[C:18]([CH:21]=[CH:22][CH:23]=1)[CH2:19]O.C1(P(C2C=CC=CC=2)C2C=CC=CC=2)C=CC=CC=1.N(C(OCC)=O)=NC(OCC)=O, predict the reaction product. The product is: [Br:1][C:2]1[CH:3]=[C:4]([CH:7]=[C:8]([N+:11]([O-:13])=[O:12])[C:9]=1[O:10][CH2:19][C:18]1[CH:21]=[CH:22][CH:23]=[C:16]([O:15][CH3:14])[CH:17]=1)[CH:5]=[O:6].